This data is from NCI-60 drug combinations with 297,098 pairs across 59 cell lines. The task is: Regression. Given two drug SMILES strings and cell line genomic features, predict the synergy score measuring deviation from expected non-interaction effect. (1) Drug 1: CCC1(CC2CC(C3=C(CCN(C2)C1)C4=CC=CC=C4N3)(C5=C(C=C6C(=C5)C78CCN9C7C(C=CC9)(C(C(C8N6C)(C(=O)OC)O)OC(=O)C)CC)OC)C(=O)OC)O.OS(=O)(=O)O. Drug 2: COC1=C2C(=CC3=C1OC=C3)C=CC(=O)O2. Cell line: BT-549. Synergy scores: CSS=1.86, Synergy_ZIP=1.59, Synergy_Bliss=-4.65, Synergy_Loewe=-8.95, Synergy_HSA=-4.20. (2) Drug 1: CCN(CC)CCNC(=O)C1=C(NC(=C1C)C=C2C3=C(C=CC(=C3)F)NC2=O)C. Drug 2: C1=NC2=C(N1)C(=S)N=CN2. Cell line: RXF 393. Synergy scores: CSS=23.8, Synergy_ZIP=0.694, Synergy_Bliss=0.701, Synergy_Loewe=-14.6, Synergy_HSA=-2.43. (3) Drug 1: C1CCC(CC1)NC(=O)N(CCCl)N=O. Drug 2: C1CN(CCN1C(=O)CCBr)C(=O)CCBr. Cell line: NCI-H460. Synergy scores: CSS=53.1, Synergy_ZIP=2.74, Synergy_Bliss=4.57, Synergy_Loewe=-2.63, Synergy_HSA=5.16. (4) Drug 1: CN1C(=O)N2C=NC(=C2N=N1)C(=O)N. Drug 2: C1CNP(=O)(OC1)N(CCCl)CCCl. Cell line: MOLT-4. Synergy scores: CSS=2.71, Synergy_ZIP=-0.432, Synergy_Bliss=1.89, Synergy_Loewe=1.58, Synergy_HSA=0.865. (5) Drug 1: CNC(=O)C1=CC=CC=C1SC2=CC3=C(C=C2)C(=NN3)C=CC4=CC=CC=N4. Drug 2: CC12CCC3C(C1CCC2=O)CC(=C)C4=CC(=O)C=CC34C. Cell line: 786-0. Synergy scores: CSS=45.0, Synergy_ZIP=-3.28, Synergy_Bliss=-4.33, Synergy_Loewe=-3.99, Synergy_HSA=-4.54. (6) Drug 1: COC1=CC(=CC(=C1O)OC)C2C3C(COC3=O)C(C4=CC5=C(C=C24)OCO5)OC6C(C(C7C(O6)COC(O7)C8=CC=CS8)O)O. Cell line: SK-MEL-2. Synergy scores: CSS=41.6, Synergy_ZIP=3.57, Synergy_Bliss=-1.73, Synergy_Loewe=-48.3, Synergy_HSA=-0.933. Drug 2: CCCCCOC(=O)NC1=NC(=O)N(C=C1F)C2C(C(C(O2)C)O)O. (7) Drug 1: C1=C(C(=O)NC(=O)N1)F. Drug 2: CCCS(=O)(=O)NC1=C(C(=C(C=C1)F)C(=O)C2=CNC3=C2C=C(C=N3)C4=CC=C(C=C4)Cl)F. Cell line: SR. Synergy scores: CSS=39.6, Synergy_ZIP=-9.93, Synergy_Bliss=-21.9, Synergy_Loewe=-26.2, Synergy_HSA=-20.4. (8) Cell line: HL-60(TB). Synergy scores: CSS=60.5, Synergy_ZIP=4.38, Synergy_Bliss=4.63, Synergy_Loewe=-12.9, Synergy_HSA=3.44. Drug 2: C(CCl)NC(=O)N(CCCl)N=O. Drug 1: CC1OCC2C(O1)C(C(C(O2)OC3C4COC(=O)C4C(C5=CC6=C(C=C35)OCO6)C7=CC(=C(C(=C7)OC)O)OC)O)O. (9) Drug 1: COC1=CC(=CC(=C1O)OC)C2C3C(COC3=O)C(C4=CC5=C(C=C24)OCO5)OC6C(C(C7C(O6)COC(O7)C8=CC=CS8)O)O. Drug 2: C1CCC(CC1)NC(=O)N(CCCl)N=O. Cell line: SNB-75. Synergy scores: CSS=41.8, Synergy_ZIP=-9.30, Synergy_Bliss=-0.553, Synergy_Loewe=-8.19, Synergy_HSA=2.35. (10) Drug 1: CN(C)N=NC1=C(NC=N1)C(=O)N. Drug 2: COC1=NC(=NC2=C1N=CN2C3C(C(C(O3)CO)O)O)N. Cell line: U251. Synergy scores: CSS=1.46, Synergy_ZIP=-0.894, Synergy_Bliss=2.64, Synergy_Loewe=-7.97, Synergy_HSA=-0.793.